This data is from Full USPTO retrosynthesis dataset with 1.9M reactions from patents (1976-2016). The task is: Predict the reactants needed to synthesize the given product. (1) Given the product [C:3]([O:7][C:8](=[O:9])[N:10]([C:11]1[S:12][C@:13]2([CH2:28][OH:29])[C@H:15]([C@:16]([C:20]3[CH:25]=[CH:24][CH:23]=[C:22]([F:26])[C:21]=3[F:27])([CH2:18][F:19])[N:17]=1)[CH2:14]2)[CH2:32][O:33][CH2:34][CH2:35][Si:36]([CH3:37])([CH3:38])[CH3:39])([CH3:6])([CH3:4])[CH3:5], predict the reactants needed to synthesize it. The reactants are: [BH4-].[Li+].[C:3]([O:7][C:8]([N:10]([CH2:32][O:33][CH2:34][CH2:35][Si:36]([CH3:39])([CH3:38])[CH3:37])[C:11]1[S:12][C@:13]2([C:28](OC)=[O:29])[C@H:15]([C@:16]([C:20]3[CH:25]=[CH:24][CH:23]=[C:22]([F:26])[C:21]=3[F:27])([CH2:18][F:19])[N:17]=1)[CH2:14]2)=[O:9])([CH3:6])([CH3:5])[CH3:4].CO.[Cl-].[Na+]. (2) Given the product [CH2:1]([O:8][C:9]([N:11]1[CH2:16][C@H:15]([O:17][CH2:18][C:19]2[CH:20]=[CH:21][C:22]3[O:27][CH2:26][CH2:25][N:24]([CH2:28][CH2:29][CH2:30][O:31][CH3:32])[C:23]=3[CH:33]=2)[C@@H:14]([C:34]2[CH:39]=[CH:38][C:37]([O:40][CH3:41])=[CH:36][CH:35]=2)[CH2:13][C@H:12]1[C:42]([N:53]1[CH2:54][CH2:55][CH:51]([C:45]2[CH:50]=[CH:49][CH:48]=[CH:47][CH:46]=2)[CH2:52]1)=[O:43])=[O:10])[C:2]1[CH:3]=[CH:4][CH:5]=[CH:6][CH:7]=1, predict the reactants needed to synthesize it. The reactants are: [CH2:1]([O:8][C:9]([N:11]1[CH2:16][C@H:15]([O:17][CH2:18][C:19]2[CH:20]=[CH:21][C:22]3[O:27][CH2:26][CH2:25][N:24]([CH2:28][CH2:29][CH2:30][O:31][CH3:32])[C:23]=3[CH:33]=2)[C@@H:14]([C:34]2[CH:39]=[CH:38][C:37]([O:40][CH3:41])=[CH:36][CH:35]=2)[CH2:13][C@H:12]1[C:42](O)=[O:43])=[O:10])[C:2]1[CH:7]=[CH:6][CH:5]=[CH:4][CH:3]=1.[C:45]1([CH:51]2[CH2:55][CH2:54][NH:53][CH2:52]2)[CH:50]=[CH:49][CH:48]=[CH:47][CH:46]=1. (3) Given the product [CH2:10]([NH:17][C:8](=[O:9])[CH2:7][C:1]1[CH:6]=[CH:5][CH:4]=[CH:3][CH:2]=1)[C:11]1[CH:16]=[CH:15][CH:14]=[CH:13][CH:12]=1, predict the reactants needed to synthesize it. The reactants are: [C:1]1([CH2:7][CH2:8][OH:9])[CH:6]=[CH:5][CH:4]=[CH:3][CH:2]=1.[CH2:10]([NH2:17])[C:11]1[CH:16]=[CH:15][CH:14]=[CH:13][CH:12]=1. (4) Given the product [OH:44][CH2:43][C@@H:36]1[C@@H:37]([OH:42])[C@H:38]([OH:41])[C@H:39]([OH:40])[C@@H:34]([C:33]#[C:32][C:29]2[CH:28]=[CH:27][C:26]([C@@H:9]3[C@@H:10]([OH:19])[C@@H:11]([OH:12])[C@H:6]([OH:5])[C@@H:7]([CH2:45][OH:46])[O:8]3)=[CH:31][CH:30]=2)[O:35]1, predict the reactants needed to synthesize it. The reactants are: CC(C)(C)C([O:5][C@H:6]1[C@H:11]([O:12]C(=O)C(C)(C)C)[C@H:10]([O:19]C(=O)C(C)(C)C)[C@@H:9]([C:26]2[CH:31]=[CH:30][C:29]([C:32]#[C:33][C@@H:34]3[C@@H:39]([OH:40])[C@@H:38]([OH:41])[C@H:37]([OH:42])[C@@H:36]([CH2:43][OH:44])[O:35]3)=[CH:28][CH:27]=2)[O:8][C@@H:7]1[CH2:45][O:46]C(=O)C(C)(C)C)=O.CO[Na].CC(O)=O. (5) Given the product [Cl:20][C:18]1[C:17]([C:21]2[N:22]=[CH:23][N:24]([C:26]([C:27]3[CH:28]=[CH:29][CH:30]=[CH:31][CH:32]=3)([C:39]3[CH:44]=[CH:43][CH:42]=[CH:41][CH:40]=3)[C:33]3[CH:34]=[CH:35][CH:36]=[CH:37][CH:38]=3)[CH:25]=2)=[CH:16][CH:15]=[C:14]([O:13][CH:10]2[CH2:11][CH2:12]2)[N:19]=1, predict the reactants needed to synthesize it. The reactants are: C1(S([C:10]2([O:13][C:14]3[N:19]=[C:18]([Cl:20])[C:17]([C:21]4[N:22]=[CH:23][N:24]([C:26]([C:39]5[CH:44]=[CH:43][CH:42]=[CH:41][CH:40]=5)([C:33]5[CH:38]=[CH:37][CH:36]=[CH:35][CH:34]=5)[C:27]5[CH:32]=[CH:31][CH:30]=[CH:29][CH:28]=5)[CH:25]=4)=[CH:16][CH:15]=3)[CH2:12][CH2:11]2)(=O)=O)C=CC=CC=1. (6) Given the product [CH2:1]([O:3][C@@H:4]([CH2:10][C:11]1[CH:16]=[CH:15][C:14]([O:17][CH2:18][C:19]([N:21]([CH2:30][CH3:31])[CH2:22][C:23]2[CH:28]=[CH:27][CH:26]=[CH:25][C:24]=2[F:29])=[O:20])=[CH:13][CH:12]=1)[C:5]([OH:7])=[O:6])[CH3:2], predict the reactants needed to synthesize it. The reactants are: [CH2:1]([O:3][C@@H:4]([CH2:10][C:11]1[CH:16]=[CH:15][C:14]([O:17][CH2:18][C:19]([N:21]([CH2:30][CH3:31])[CH2:22][C:23]2[CH:28]=[CH:27][CH:26]=[CH:25][C:24]=2[F:29])=[O:20])=[CH:13][CH:12]=1)[C:5]([O:7]CC)=[O:6])[CH3:2].[Li+].[OH-].Cl.